Dataset: Forward reaction prediction with 1.9M reactions from USPTO patents (1976-2016). Task: Predict the product of the given reaction. Given the reactants [Cl:1][C:2]1[N:3]=[N:4][C:5](Cl)=[CH:6][CH:7]=1.[Zn](CC)[CH2:10][CH3:11], predict the reaction product. The product is: [Cl:1][C:2]1[N:3]=[N:4][C:5]([CH2:10][CH3:11])=[CH:6][CH:7]=1.